Dataset: Catalyst prediction with 721,799 reactions and 888 catalyst types from USPTO. Task: Predict which catalyst facilitates the given reaction. (1) Reactant: Cl[C:2]1[CH:7]=[CH:6][N:5]2[N:8]=[CH:9][C:10]([CH:11]=[O:12])=[C:4]2[N:3]=1.Cl.[F:14][CH2:15][CH2:16][NH2:17]. Product: [F:14][CH2:15][CH2:16][NH:17][C:2]1[CH:7]=[CH:6][N:5]2[N:8]=[CH:9][C:10]([CH:11]=[O:12])=[C:4]2[N:3]=1. The catalyst class is: 10. (2) Reactant: [NH:1]1[C:9]2[C:4](=[CH:5][C:6](/[CH:10]=[CH:11]/[C:12](=O)[CH2:13][C:14](=O)/[CH:15]=[CH:16]/[C:17]3[CH:22]=[CH:21][C:20]([O:23][CH2:24][C:25]4[CH:30]=[CH:29][CH:28]=[CH:27][N:26]=4)=[CH:19][CH:18]=3)=[CH:7][CH:8]=2)[CH:3]=[CH:2]1.O.[NH2:34][NH2:35]. Product: [NH:1]1[C:9]2[C:4](=[CH:5][C:6](/[CH:10]=[CH:11]/[C:12]3[CH:13]=[C:14](/[CH:15]=[CH:16]/[C:17]4[CH:22]=[CH:21][C:20]([O:23][CH2:24][C:25]5[CH:30]=[CH:29][CH:28]=[CH:27][N:26]=5)=[CH:19][CH:18]=4)[NH:35][N:34]=3)=[CH:7][CH:8]=2)[CH:3]=[CH:2]1. The catalyst class is: 15.